The task is: Regression. Given two drug SMILES strings and cell line genomic features, predict the synergy score measuring deviation from expected non-interaction effect.. This data is from NCI-60 drug combinations with 297,098 pairs across 59 cell lines. (1) Drug 1: CC(CN1CC(=O)NC(=O)C1)N2CC(=O)NC(=O)C2. Drug 2: C(CC(=O)O)C(=O)CN.Cl. Cell line: RXF 393. Synergy scores: CSS=13.9, Synergy_ZIP=-4.33, Synergy_Bliss=-0.578, Synergy_Loewe=-4.87, Synergy_HSA=0.811. (2) Drug 1: CC1=C2C(C(=O)C3(C(CC4C(C3C(C(C2(C)C)(CC1OC(=O)C(C(C5=CC=CC=C5)NC(=O)C6=CC=CC=C6)O)O)OC(=O)C7=CC=CC=C7)(CO4)OC(=O)C)O)C)OC(=O)C. Drug 2: C1=NC(=NC(=O)N1C2C(C(C(O2)CO)O)O)N. Cell line: U251. Synergy scores: CSS=45.6, Synergy_ZIP=-6.00, Synergy_Bliss=-3.25, Synergy_Loewe=-17.3, Synergy_HSA=-4.15. (3) Drug 1: CN(CCCl)CCCl.Cl. Drug 2: C1CN(CCN1C(=O)CCBr)C(=O)CCBr. Cell line: TK-10. Synergy scores: CSS=19.0, Synergy_ZIP=-6.45, Synergy_Bliss=-1.40, Synergy_Loewe=-4.42, Synergy_HSA=0.0819. (4) Cell line: NCIH23. Drug 2: C#CCC(CC1=CN=C2C(=N1)C(=NC(=N2)N)N)C3=CC=C(C=C3)C(=O)NC(CCC(=O)O)C(=O)O. Drug 1: CC1=CC2C(CCC3(C2CCC3(C(=O)C)OC(=O)C)C)C4(C1=CC(=O)CC4)C. Synergy scores: CSS=-1.18, Synergy_ZIP=2.02, Synergy_Bliss=1.15, Synergy_Loewe=-1.59, Synergy_HSA=-1.77. (5) Drug 1: C1=CC(=CC=C1C#N)C(C2=CC=C(C=C2)C#N)N3C=NC=N3. Drug 2: C1=NC2=C(N=C(N=C2N1C3C(C(C(O3)CO)O)O)F)N. Cell line: HOP-92. Synergy scores: CSS=3.49, Synergy_ZIP=-6.31, Synergy_Bliss=-3.17, Synergy_Loewe=-2.09, Synergy_HSA=-3.06. (6) Drug 1: CC1=C(C(=CC=C1)Cl)NC(=O)C2=CN=C(S2)NC3=CC(=NC(=N3)C)N4CCN(CC4)CCO. Drug 2: CC12CCC3C(C1CCC2O)C(CC4=C3C=CC(=C4)O)CCCCCCCCCS(=O)CCCC(C(F)(F)F)(F)F. Cell line: UACC62. Synergy scores: CSS=4.21, Synergy_ZIP=-0.00825, Synergy_Bliss=4.45, Synergy_Loewe=0.632, Synergy_HSA=2.37.